This data is from Forward reaction prediction with 1.9M reactions from USPTO patents (1976-2016). The task is: Predict the product of the given reaction. (1) Given the reactants [CH3:1][O:2][C:3]1[CH:21]=[C:20]([CH:22]=[C:23]2[S:27][C:26](SC)=[N:25][C:24]2=[O:30])[CH:19]=[CH:18][C:4]=1[O:5][C:6]1[CH:13]=[CH:12][C:9]([C:10]#[N:11])=[CH:8][C:7]=1[C:14]([F:17])([F:16])[F:15].[C:31]([O:35][C:36](=[O:41])[NH:37][CH2:38][CH2:39][NH2:40])([CH3:34])([CH3:33])[CH3:32], predict the reaction product. The product is: [C:31]([O:35][C:36](=[O:41])[NH:37][CH2:38][CH2:39][NH:40][C:26]1[S:27][C:23](=[CH:22][C:20]2[CH:19]=[CH:18][C:4]([O:5][C:6]3[CH:13]=[CH:12][C:9]([C:10]#[N:11])=[CH:8][C:7]=3[C:14]([F:15])([F:17])[F:16])=[C:3]([O:2][CH3:1])[CH:21]=2)[C:24](=[O:30])[N:25]=1)([CH3:34])([CH3:32])[CH3:33]. (2) Given the reactants C([N:8](CC1C=CC=CC=1)[C:9]1[CH:14]=[CH:13][C:12]([C@H:15]2[CH2:20][CH2:19][C@H:18]([O:21][CH2:22][CH2:23][C:24]([O:26][CH3:27])=[O:25])[CH2:17][CH2:16]2)=[CH:11][CH:10]=1)C1C=CC=CC=1, predict the reaction product. The product is: [NH2:8][C:9]1[CH:10]=[CH:11][C:12]([C@H:15]2[CH2:16][CH2:17][C@H:18]([O:21][CH2:22][CH2:23][C:24]([O:26][CH3:27])=[O:25])[CH2:19][CH2:20]2)=[CH:13][CH:14]=1. (3) Given the reactants [Cl:1][C:2]1[CH:7]=[C:6](Br)[CH:5]=[C:4]([Br:9])[CH:3]=1.[NH2:10][C:11]1[CH:12]=[N:13][CH:14]=[N:15][CH:16]=1.C([O-])([O-])=O.[Cs+].[Cs+].C1(P(C2C=CC=CC=2)C2C3OC4C(=CC=CC=4P(C4C=CC=CC=4)C4C=CC=CC=4)C(C)(C)C=3C=CC=2)C=CC=CC=1, predict the reaction product. The product is: [Br:9][C:4]1[CH:5]=[C:6]([NH:10][C:11]2[CH:12]=[N:13][CH:14]=[N:15][CH:16]=2)[CH:7]=[C:2]([Cl:1])[CH:3]=1.